From a dataset of Reaction yield outcomes from USPTO patents with 853,638 reactions. Predict the reaction yield, written as a fraction of the theoretical maximum amount of product (1.0 means a 100% yield; for example, 0.34 means a 34% yield). (1) The reactants are [C:1]1([CH:7]([CH2:9][CH2:10][CH2:11][CH2:12][CH2:13][CH2:14][CH2:15][CH2:16][CH2:17][CH2:18][CH2:19][CH3:20])[CH3:8])[CH:6]=[CH:5][CH:4]=[CH:3][CH:2]=1.S(=O)(=O)(O)O.CO[CH2:28][Br:29]. The catalyst is O. The product is [Br:29][CH2:28][C:2]1[CH:3]=[CH:4][CH:5]=[CH:6][C:1]=1[CH:7]([CH2:9][CH2:10][CH2:11][CH2:12][CH2:13][CH2:14][CH2:15][CH2:16][CH2:17][CH2:18][CH2:19][CH3:20])[CH3:8]. The yield is 0.780. (2) The reactants are [CH3:1][C:2]([CH3:7])([CH2:5][OH:6])[CH2:3][OH:4].CC1(C)C(C)(C)O[B:11]([C:16]2[CH:21]=[CH:20][C:19]([C:22]3[C:23]([OH:28])=[CH:24][CH:25]=[CH:26][CH:27]=3)=[CH:18][CH:17]=2)O1. The catalyst is O1CCOCC1. The product is [CH3:1][C:2]1([CH3:7])[CH2:5][O:6][B:11]([C:16]2[CH:17]=[CH:18][C:19]([C:22]3[C:23]([OH:28])=[CH:24][CH:25]=[CH:26][CH:27]=3)=[CH:20][CH:21]=2)[O:4][CH2:3]1. The yield is 0.990. (3) The reactants are [CH3:1][O:2][C:3]1[N:8]=[C:7]([N:9]2[CH:13]=[C:12]([CH3:14])[N:11]=[CH:10]2)[C:6]([N+:15]([O-])=O)=[CH:5][CH:4]=1.C1COCC1.C([O-])=O.[NH4+]. The catalyst is [Pd].CO. The yield is 0.990. The product is [CH3:1][O:2][C:3]1[N:8]=[C:7]([N:9]2[CH:13]=[C:12]([CH3:14])[N:11]=[CH:10]2)[C:6]([NH2:15])=[CH:5][CH:4]=1. (4) The reactants are [OH-].[Li+].O.[CH2:4]([C:10]1[CH:11]=[N:12][C:13]2[C:18]([CH:19]=1)=[CH:17][CH:16]=[CH:15][C:14]=2[C:20]([NH:22][C:23]1[CH:24]=[C:25]([CH:34]=[CH:35][CH:36]=1)[O:26][CH2:27][C:28]([O:30]C(C)C)=[O:29])=[O:21])[CH2:5][CH2:6][CH2:7][CH2:8][CH3:9]. The catalyst is C1COCC1. The product is [CH2:4]([C:10]1[CH:11]=[N:12][C:13]2[C:18]([CH:19]=1)=[CH:17][CH:16]=[CH:15][C:14]=2[C:20]([NH:22][C:23]1[CH:24]=[C:25]([CH:34]=[CH:35][CH:36]=1)[O:26][CH2:27][C:28]([OH:30])=[O:29])=[O:21])[CH2:5][CH2:6][CH2:7][CH2:8][CH3:9]. The yield is 0.930. (5) The reactants are [S:1]1[CH:5]=[CH:4][CH:3]=[C:2]1[CH2:6][NH2:7].CN(C(ON1N=NC2C=CC=NC1=2)=[N+](C)C)C.F[P-](F)(F)(F)(F)F.CCN(CC)CC.[CH2:39]([S:41][C:42]1[C:51]([C:52](O)=[O:53])=[C:50]([CH3:55])[C:49]2[C:44](=[CH:45][C:46]([C:56]([F:59])([F:58])[F:57])=[CH:47][CH:48]=2)[N:43]=1)[CH3:40]. The catalyst is C1COCC1.CCCCCC. The product is [CH2:39]([S:41][C:42]1[C:51]([C:52]([NH:7][CH2:6][C:2]2[S:1][CH:5]=[CH:4][CH:3]=2)=[O:53])=[C:50]([CH3:55])[C:49]2[C:44](=[CH:45][C:46]([C:56]([F:59])([F:57])[F:58])=[CH:47][CH:48]=2)[N:43]=1)[CH3:40]. The yield is 0.650. (6) The catalyst is CO. The product is [F:9][C:8]([F:11])([F:10])[C:6]1[CH:5]=[CH:4][N:3]=[C:2]([O:13][CH3:12])[CH:7]=1. The yield is 0.850. The reactants are Cl[C:2]1[CH:7]=[C:6]([C:8]([F:11])([F:10])[F:9])[CH:5]=[CH:4][N:3]=1.[CH3:12][O-:13].[Na+].O.